This data is from Full USPTO retrosynthesis dataset with 1.9M reactions from patents (1976-2016). The task is: Predict the reactants needed to synthesize the given product. Given the product [Cl:1][C:2]1[CH:3]=[C:4]([CH:30]=[CH:31][C:32]=1[F:33])[CH2:5][N:6]1[C:11](=[O:12])[C:10]2[C:13]([OH:24])=[C:14]3[C:19](=[O:20])[N:18]([CH2:21][CH3:22])[CH2:17][C@H:16]([CH3:23])[N:15]3[C:9]=2[C:8]([C:26]([NH:28][CH3:29])=[O:27])=[N:7]1, predict the reactants needed to synthesize it. The reactants are: [Cl:1][C:2]1[CH:3]=[C:4]([CH:30]=[CH:31][C:32]=1[F:33])[CH2:5][N:6]1[C:11](=[O:12])[C:10]2[C:13]([O:24]C)=[C:14]3[C:19](=[O:20])[N:18]([CH2:21][CH3:22])[CH2:17][C@H:16]([CH3:23])[N:15]3[C:9]=2[C:8]([C:26]([NH:28][CH3:29])=[O:27])=[N:7]1.B(Br)(Br)Br.CO.